Dataset: Catalyst prediction with 721,799 reactions and 888 catalyst types from USPTO. Task: Predict which catalyst facilitates the given reaction. (1) Reactant: [F:1][C:2]([F:35])([F:34])[CH2:3][O:4][C:5]([N:7]1[CH2:13][C@H:12]([NH:14]C(OC(C)(C)C)=O)[C:11](=[O:22])[N:10](CC(F)(F)F)[C:9]2[CH:28]=[C:29]([F:33])[C:30]([F:32])=[CH:31][C:8]1=2)=[O:6].[ClH:36]. Product: [ClH:36].[F:34][C:2]([F:1])([F:35])[CH2:3][O:4][C:5]([N:7]1[CH2:13][C@H:12]([NH2:14])[C:11](=[O:22])[NH:10][C:9]2[CH:28]=[C:29]([F:33])[C:30]([F:32])=[CH:31][C:8]1=2)=[O:6]. The catalyst class is: 12. (2) Reactant: [OH:1][C@@H:2]1[CH2:6][CH2:5][C@H:4]([NH:7][C:8]([C:10]2[C:18]3[C:13](=[N:14][CH:15]=[C:16]([C:19]4[C:27]5[C:22](=[CH:23][C:24]([F:28])=[CH:25][CH:26]=5)[N:21]([CH3:29])[N:20]=4)[N:17]=3)[N:12](COCC[Si](C)(C)C)[CH:11]=2)=[O:9])[CH2:3]1.FC(F)(F)C(O)=O.C(N)CN. Product: [OH:1][C@@H:2]1[CH2:6][CH2:5][C@H:4]([NH:7][C:8]([C:10]2[C:18]3[C:13](=[N:14][CH:15]=[C:16]([C:19]4[C:27]5[C:22](=[CH:23][C:24]([F:28])=[CH:25][CH:26]=5)[N:21]([CH3:29])[N:20]=4)[N:17]=3)[NH:12][CH:11]=2)=[O:9])[CH2:3]1. The catalyst class is: 4. (3) Reactant: Br[C@@H:2]1[CH2:10][C:9]2[C:4](=[CH:5][CH:6]=[CH:7][CH:8]=2)[C@H:3]1[OH:11].[N-:12]=[N+:13]=[N-:14].[Na+].CCOC(C)=O.O. Product: [N:12]([CH:2]1[CH2:10][C:9]2[C:4](=[CH:5][CH:6]=[CH:7][CH:8]=2)[C@@H:3]1[OH:11])=[N+:13]=[N-:14]. The catalyst class is: 16. (4) Reactant: [NH2:1][C:2]1[C:3]([CH3:24])=[C:4]([CH:21]=[CH:22][CH:23]=1)[O:5][C:6]1[CH:7]=[CH:8][C:9]2[N:10]([CH:12]=[C:13]([NH:15][C:16]([CH:18]3[CH2:20][CH2:19]3)=[O:17])[N:14]=2)[N:11]=1.[CH3:25][N:26]1[C:30]([C:31](Cl)=[O:32])=[CH:29][C:28]([CH3:34])=[N:27]1.C(N(CC)CC)C. Product: [CH:18]1([C:16]([NH:15][C:13]2[N:14]=[C:9]3[CH:8]=[CH:7][C:6]([O:5][C:4]4[C:3]([CH3:24])=[C:2]([NH:1][C:31]([C:30]5[N:26]([CH3:25])[N:27]=[C:28]([CH3:34])[CH:29]=5)=[O:32])[CH:23]=[CH:22][CH:21]=4)=[N:11][N:10]3[CH:12]=2)=[O:17])[CH2:20][CH2:19]1. The catalyst class is: 7.